This data is from Full USPTO retrosynthesis dataset with 1.9M reactions from patents (1976-2016). The task is: Predict the reactants needed to synthesize the given product. (1) Given the product [Cl:1][C:2]1[CH:3]=[C:4]([CH:25]=[CH:26][C:27]=1[Cl:28])[O:5][C:6]1[CH:11]=[CH:10][CH:9]=[CH:8][C:7]=1[NH:12][S:13]([C:16]1[CH:24]=[CH:23][C:19]([C:20]([N:40]2[CH2:39][CH2:38][N:37]([CH2:36][CH2:35][CH2:34][N:29]3[CH2:30][CH2:31][CH2:32][CH2:33]3)[CH2:42][CH2:41]2)=[O:22])=[CH:18][CH:17]=1)(=[O:15])=[O:14], predict the reactants needed to synthesize it. The reactants are: [Cl:1][C:2]1[CH:3]=[C:4]([CH:25]=[CH:26][C:27]=1[Cl:28])[O:5][C:6]1[CH:11]=[CH:10][CH:9]=[CH:8][C:7]=1[NH:12][S:13]([C:16]1[CH:24]=[CH:23][C:19]([C:20]([OH:22])=O)=[CH:18][CH:17]=1)(=[O:15])=[O:14].[N:29]1([CH2:34][CH2:35][CH2:36][N:37]2[CH2:42][CH2:41][NH:40][CH2:39][CH2:38]2)[CH2:33][CH2:32][CH2:31][CH2:30]1. (2) Given the product [CH2:13]([O:12][C:10]([C:9]1[C:8](=[O:7])[NH:21][NH:22][CH:15]=1)=[O:11])[CH3:14], predict the reactants needed to synthesize it. The reactants are: [O-]CC.[Na+].C([O:7][CH:8]=[C:9]([C:15](OCC)=O)[C:10]([O:12][CH2:13][CH3:14])=[O:11])C.O.[NH2:21][NH2:22].Cl. (3) Given the product [C:1]([O:5][C:6]([NH:8][CH2:9][CH:10]1[CH2:11][CH2:12][N:13]([CH2:16][C:17]2([C:23]([OH:25])=[O:24])[CH2:18][CH2:19][O:20][CH2:21][CH2:22]2)[CH2:14][CH2:15]1)=[O:7])([CH3:4])([CH3:2])[CH3:3], predict the reactants needed to synthesize it. The reactants are: [C:1]([O:5][C:6]([NH:8][CH2:9][CH:10]1[CH2:15][CH2:14][N:13]([CH2:16][C:17]2([C:23]([O-:25])=[O:24])[CH2:22][CH2:21][O:20][CH2:19][CH2:18]2)[CH2:12][CH2:11]1)=[O:7])([CH3:4])([CH3:3])[CH3:2].Cl. (4) Given the product [C:5]1([O:4][C:2]([N:14]2[CH:15]=[C:16]([F:18])[CH:17]([CH:22]3[CH2:24][CH2:23]3)[C:12]([Br:11])=[C:13]2[C:5]2[CH:10]=[CH:9][CH:8]=[CH:7][CH:6]=2)=[O:3])[CH:10]=[CH:9][CH:8]=[CH:7][CH:6]=1, predict the reactants needed to synthesize it. The reactants are: Cl[C:2]([O:4][C:5]1[CH:10]=[CH:9][CH:8]=[CH:7][CH:6]=1)=[O:3].[Br:11][C:12]1[CH:13]=[N:14][CH:15]=[C:16]([F:18])[CH:17]=1.CSC.[CH:22]1([Mg]Br)[CH2:24][CH2:23]1. (5) Given the product [CH2:13]([C:12]1[C:11]([OH:16])=[CH:8][C:3]2[C:2](=[CH:7][CH:6]=[N:5][CH:4]=2)[N:1]=1)[CH3:14], predict the reactants needed to synthesize it. The reactants are: [NH2:1][C:2]1[CH:7]=[CH:6][N:5]=[CH:4][C:3]=1[CH:8]=O.Br[CH2:11][C:12](=O)[CH2:13][CH3:14].[OH-:16].[Na+].Cl. (6) Given the product [NH2:1][C:2]1[N:7]=[C:6]([C:8]([O:10][CH3:11])=[O:9])[C:5]([Br:12])=[CH:4][C:3]=1[Br:13], predict the reactants needed to synthesize it. The reactants are: [NH2:1][C:2]1[N:7]=[C:6]([C:8]([O:10][CH3:11])=[O:9])[C:5]([Br:12])=[CH:4][CH:3]=1.[Br:13]Br.